This data is from Peptide-MHC class I binding affinity with 185,985 pairs from IEDB/IMGT. The task is: Regression. Given a peptide amino acid sequence and an MHC pseudo amino acid sequence, predict their binding affinity value. This is MHC class I binding data. The peptide sequence is LIGFALFGV. The MHC is HLA-A26:01 with pseudo-sequence HLA-A26:01. The binding affinity (normalized) is 0.213.